From a dataset of Forward reaction prediction with 1.9M reactions from USPTO patents (1976-2016). Predict the product of the given reaction. (1) Given the reactants [Cl:1][C:2]1[N:7]=[C:6]([C:8]2[C:9]3[CH:16]=[C:15]([CH2:17][O:18][C:19]4[CH:24]=[CH:23][C:22]([C@@H:25]([C:32]#[C:33][CH3:34])[CH2:26][C:27]([O:29]CC)=[O:28])=[CH:21][CH:20]=4)[CH:14]=[CH:13][C:10]=3[S:11][CH:12]=2)[C:5]([CH3:35])=[CH:4][CH:3]=1.[Li+].[OH-].Cl, predict the reaction product. The product is: [Cl:1][C:2]1[N:7]=[C:6]([C:8]2[C:9]3[CH:16]=[C:15]([CH2:17][O:18][C:19]4[CH:24]=[CH:23][C:22]([CH:25]([C:32]#[C:33][CH3:34])[CH2:26][C:27]([OH:29])=[O:28])=[CH:21][CH:20]=4)[CH:14]=[CH:13][C:10]=3[S:11][CH:12]=2)[C:5]([CH3:35])=[CH:4][CH:3]=1. (2) Given the reactants Cl[C:2]1[CH:3]=[C:4]([CH:11]=[CH:12][N:13]=1)[C:5]([N:7]([O:9][CH3:10])[CH3:8])=[O:6].C([O-])([O-])=O.[Cs+].[Cs+].[CH3:20][C:21]1(C)[C:47]2C(=C(P(C3C=CC=CC=3)C3C=CC=CC=3)C=CC=2)OC2C(P(C3C=CC=CC=3)C3C=CC=CC=3)=CC=C[C:22]1=2.C([NH:66][C:67](=[O:69])[O-:68])(C)(C)C, predict the reaction product. The product is: [CH3:10][O:9][N:7]([CH3:8])[C:5]([C:4]1[CH:11]=[CH:12][N:13]=[C:2]([NH:66][C:67](=[O:69])[O:68][C:21]([CH3:47])([CH3:22])[CH3:20])[CH:3]=1)=[O:6]. (3) Given the reactants C1(P(C2CCCCC2)C2C=CC=CC=2C2C(C(C)C)=CC(C(C)C)=CC=2C(C)C)CCCCC1.[O:35]1[CH2:40][CH2:39][N:38]([C:41]2[CH:42]=[C:43]([NH2:47])[CH:44]=[N:45][CH:46]=2)[CH2:37][CH2:36]1.Cl[C:49]1[C:58]2[C:53](=[CH:54][C:55]([F:60])=[CH:56][C:57]=2[F:59])[N:52]=[C:51]([C:61]2[CH:62]=[CH:63][C:64]([N:67]3[CH2:72][CH2:71][O:70][CH2:69][CH2:68]3)=[N:65][CH:66]=2)[C:50]=1[CH3:73].CC(C)([O-])C.[Na+], predict the reaction product. The product is: [F:59][C:57]1[CH:56]=[C:55]([F:60])[CH:54]=[C:53]2[C:58]=1[C:49]([NH:47][C:43]1[CH:44]=[N:45][CH:46]=[C:41]([N:38]3[CH2:39][CH2:40][O:35][CH2:36][CH2:37]3)[CH:42]=1)=[C:50]([CH3:73])[C:51]([C:61]1[CH:66]=[N:65][C:64]([N:67]3[CH2:72][CH2:71][O:70][CH2:69][CH2:68]3)=[CH:63][CH:62]=1)=[N:52]2. (4) Given the reactants [CH3:1][N:2]1[C:6]([C:7]2[CH:12]=[CH:11][CH:10]=[CH:9][CH:8]=2)=[N:5][N:4]=[C:3]1[SH:13].O.[CH3:15]I, predict the reaction product. The product is: [CH3:1][N:2]1[C:6]([C:7]2[CH:12]=[CH:11][CH:10]=[CH:9][CH:8]=2)=[N:5][N:4]=[C:3]1[S:13][CH3:15]. (5) The product is: [ClH:1].[B:18]([CH2:17][CH2:16][CH2:15][CH2:14][CH:8]([NH:7][CH2:6][C:5]1[CH:27]=[CH:28][C:2]([Cl:1])=[CH:3][CH:4]=1)[C:9]([OH:11])=[O:10])([OH:19])[OH:22]. Given the reactants [Cl:1][C:2]1[CH:28]=[CH:27][C:5]([CH2:6][NH:7][CH:8]([CH2:14][CH2:15][CH2:16][CH2:17][B:18]2[O:22]C(C)(C)C(C)(C)[O:19]2)[C:9]([O:11]CC)=[O:10])=[CH:4][CH:3]=1, predict the reaction product. (6) Given the reactants [C@H:1]1([NH:11][C:12]([C:14]2[CH:15]=[C:16]3[C:20](=[CH:21][CH:22]=2)[NH:19][N:18]=[CH:17]3)=[O:13])[C:10]2[C:5](=[CH:6][CH:7]=[CH:8][CH:9]=2)[CH2:4][CH2:3][CH2:2]1.C1C(=O)N([Br:30])C(=O)C1, predict the reaction product. The product is: [Br:30][C:17]1[C:16]2[C:20](=[CH:21][CH:22]=[C:14]([C:12]([NH:11][C@H:1]3[C:10]4[C:5](=[CH:6][CH:7]=[CH:8][CH:9]=4)[CH2:4][CH2:3][CH2:2]3)=[O:13])[CH:15]=2)[NH:19][N:18]=1. (7) Given the reactants [CH3:1][C:2]1[C:3](=[O:36])[N:4](C(C2C=CC=CC=2)=O)[C:5](=[O:27])[N:6]([CH2:8][CH2:9][CH2:10][N:11]2[CH2:16][C@H:15]3[C@:13]([C:17]4[CH:22]=[CH:21][C:20]([C:23]([F:26])([F:25])[F:24])=[CH:19][CH:18]=4)([CH2:14]3)[CH2:12]2)[N:7]=1.CO, predict the reaction product. The product is: [CH3:1][C:2]1[C:3](=[O:36])[NH:4][C:5](=[O:27])[N:6]([CH2:8][CH2:9][CH2:10][N:11]2[CH2:16][C@H:15]3[C@:13]([C:17]4[CH:22]=[CH:21][C:20]([C:23]([F:26])([F:25])[F:24])=[CH:19][CH:18]=4)([CH2:14]3)[CH2:12]2)[N:7]=1.